From a dataset of Forward reaction prediction with 1.9M reactions from USPTO patents (1976-2016). Predict the product of the given reaction. (1) Given the reactants [C:1]([CH:3]=[C:4]1[CH2:9][CH2:8][N:7]([C:10]([O:12][C:13]([CH3:16])([CH3:15])[CH3:14])=[O:11])[CH2:6][CH2:5]1)#[N:2], predict the reaction product. The product is: [C:1]([CH2:3][CH:4]1[CH2:5][CH2:6][N:7]([C:10]([O:12][C:13]([CH3:16])([CH3:15])[CH3:14])=[O:11])[CH2:8][CH2:9]1)#[N:2]. (2) Given the reactants [Br:1][C:2]1[C:10]([F:11])=[CH:9][C:5]([C:6](O)=[O:7])=[C:4]([F:12])[CH:3]=1.[CH3:13][S:14]([NH2:17])(=[O:16])=[O:15].Cl.C(N=C=NCCCN(C)C)C, predict the reaction product. The product is: [Br:1][C:2]1[C:10]([F:11])=[CH:9][C:5]([C:6]([NH:17][S:14]([CH3:13])(=[O:16])=[O:15])=[O:7])=[C:4]([F:12])[CH:3]=1. (3) Given the reactants [O:1]([C:8]1[CH:13]=[CH:12][C:11]([S:14](Cl)(=[O:16])=[O:15])=[CH:10][CH:9]=1)[C:2]1[CH:7]=[CH:6][CH:5]=[CH:4][CH:3]=1.[CH2:18]([O:24][CH2:25][CH2:26][NH2:27])[CH2:19][O:20][CH2:21][CH2:22][NH2:23].[CH2:28](N(CC)CC)C.[F:35][C:36]([F:47])([F:46])[C:37](O[C:37](=[O:38])[C:36]([F:47])([F:46])[F:35])=[O:38], predict the reaction product. The product is: [CH2:2]([O:1][C:8]1[CH:9]=[CH:10][C:11]([S:14]([NH:23][CH2:22][CH2:21][O:20][CH2:19][CH2:18][O:24][CH2:25][CH2:26][NH:27][C:37](=[O:38])[C:36]([F:47])([F:46])[F:35])(=[O:15])=[O:16])=[CH:12][CH:13]=1)[C:7]1[CH:6]=[CH:5][CH:4]=[CH:3][CH:28]=1.